From a dataset of Forward reaction prediction with 1.9M reactions from USPTO patents (1976-2016). Predict the product of the given reaction. (1) Given the reactants B(Br)(Br)Br.C[O:6][C:7]1[CH:8]=[C:9]([CH:22]=[CH:23][CH:24]=1)[CH2:10][C:11]1[NH:12][C:13](=[O:21])[C:14]2[C:19]([CH:20]=1)=[CH:18][CH:17]=[CH:16][CH:15]=2.[OH-].[Na+], predict the reaction product. The product is: [OH:6][C:7]1[CH:8]=[C:9]([CH:22]=[CH:23][CH:24]=1)[CH2:10][C:11]1[NH:12][C:13](=[O:21])[C:14]2[C:19]([CH:20]=1)=[CH:18][CH:17]=[CH:16][CH:15]=2. (2) Given the reactants Cl[C:2]1[C:7]([N+:8]([O-:10])=[O:9])=[CH:6][CH:5]=[C:4]([Cl:11])[N:3]=1.C(N(CC)CC)C.[CH:19]([C:22]1[S:23][CH:24]=[C:25]([C:27]2[CH:33]=[CH:32][C:30]([NH2:31])=[CH:29][CH:28]=2)[N:26]=1)([CH3:21])[CH3:20], predict the reaction product. The product is: [CH:19]([C:22]1[S:23][CH:24]=[C:25]([C:27]2[CH:28]=[CH:29][C:30]([NH:31][C:2]3[C:7]([N+:8]([O-:10])=[O:9])=[CH:6][CH:5]=[C:4]([Cl:11])[N:3]=3)=[CH:32][CH:33]=2)[N:26]=1)([CH3:21])[CH3:20].